The task is: Predict the reaction yield, written as a fraction of the theoretical maximum amount of product (1.0 means a 100% yield; for example, 0.34 means a 34% yield).. This data is from Reaction yield outcomes from USPTO patents with 853,638 reactions. (1) The reactants are Br[C:2]1[N:7]=[C:6]([N:8]2[CH2:13][CH2:12][O:11][CH2:10][C@H:9]2[CH3:14])[C:5]2[N:15]=[CH:16][NH:17][C:4]=2[CH:3]=1.[CH3:18][C:19]1[CH:24]=[CH:23][C:22]([NH:25][C:26](=[O:37])[C:27]2[CH:32]=[CH:31][CH:30]=[C:29]([C:33]([F:36])([F:35])[F:34])[CH:28]=2)=[CH:21][C:20]=1B1OC(C)(C)C(C)(C)O1.C([O-])([O-])=O.[Na+].[Na+].C(Cl)Cl. The catalyst is COCCOC. The product is [CH3:18][C:19]1[CH:20]=[CH:21][C:22]([NH:25][C:26](=[O:37])[C:27]2[CH:32]=[CH:31][CH:30]=[C:29]([C:33]([F:34])([F:35])[F:36])[CH:28]=2)=[CH:23][C:24]=1[C:2]1[N:7]=[C:6]([N:8]2[CH2:13][CH2:12][O:11][CH2:10][C@H:9]2[CH3:14])[C:5]2[N:15]=[CH:16][NH:17][C:4]=2[CH:3]=1. The yield is 0.120. (2) The reactants are [OH:1][C:2]1[CH:9]=[CH:8][C:5]([C:6]#[N:7])=[CH:4][C:3]=1[C:10]([F:13])([F:12])[F:11].C1C=CC(P(C2C=CC=CC=2)C2C=CC=CC=2)=CC=1.CC(OC(/N=N/C(OC(C)C)=O)=O)C.O[C@@H:48]1[CH2:52][CH2:51][O:50][CH2:49]1. The catalyst is C1COCC1. The product is [O:50]1[CH2:51][CH2:52][C@@H:48]([O:1][C:2]2[CH:9]=[CH:8][C:5]([C:6]#[N:7])=[CH:4][C:3]=2[C:10]([F:11])([F:12])[F:13])[CH2:49]1. The yield is 0.650. (3) The reactants are [C:1]([OH:20])(=[O:19])[CH2:2][CH2:3][CH2:4][CH2:5][CH2:6][CH2:7][CH2:8]/[CH:9]=[CH:10]\[CH2:11][CH2:12][CH2:13][CH2:14][CH2:15][CH2:16][CH2:17][CH3:18].[CH2:21](O)[CH3:22]. No catalyst specified. The product is [C:1]([O:20][CH2:21][CH3:22])(=[O:19])[CH2:2][CH2:3][CH2:4][CH2:5][CH2:6][CH2:7][CH2:8]/[CH:9]=[CH:10]\[CH2:11][CH2:12][CH2:13][CH2:14][CH2:15][CH2:16][CH2:17][CH3:18]. The yield is 0.900. (4) The product is [NH2:43][C:34](=[O:36])[CH2:33][C:28]1[CH:29]=[CH:30][CH:31]=[CH:32][C:27]=1[CH2:26][CH2:25][C:23]1[C:22]([C:37]([F:39])([F:38])[F:40])=[CH:21][N:20]=[C:19]([NH:18][C:13]2[CH:14]=[C:15]3[C:10](=[CH:11][CH:12]=2)[CH2:9][N:8]([C:6]([O:5][C:1]([CH3:2])([CH3:4])[CH3:3])=[O:7])[CH2:17][CH2:16]3)[N:24]=1. The catalyst is CN(C=O)C.O. The reactants are [C:1]([O:5][C:6]([N:8]1[CH2:17][CH2:16][C:15]2[C:10](=[CH:11][CH:12]=[C:13]([NH:18][C:19]3[N:24]=[C:23]([CH2:25][CH2:26][C:27]4[CH:32]=[CH:31][CH:30]=[CH:29][C:28]=4[CH2:33][C:34]([O-:36])=O)[C:22]([C:37]([F:40])([F:39])[F:38])=[CH:21][N:20]=3)[CH:14]=2)[CH2:9]1)=[O:7])([CH3:4])([CH3:3])[CH3:2].[Li+].C[N:43](C(ON1N=NC2C=CC=NC1=2)=[N+](C)C)C.F[P-](F)(F)(F)(F)F.C(=O)([O-])[O-].[NH4+].[NH4+].CCN(C(C)C)C(C)C.C(=O)(O)[O-].[Na+]. The yield is 0.670. (5) The reactants are [F:1][C:2]1[CH:3]=[C:4]([S:9]([N:12]2[CH2:17][CH2:16][C:15]3[NH:18][N:19]=[C:20]([NH:21][C:22](=[O:43])[C:23]4[CH:28]=[CH:27][C:26]([N:29]5[CH2:34][CH2:33][N:32]([CH3:35])[CH2:31][CH2:30]5)=[CH:25][C:24]=4[NH:36][CH:37]4[CH2:42][CH2:41][O:40][CH2:39][CH2:38]4)[C:14]=3[CH2:13]2)(=[O:11])=[O:10])[CH:5]=[C:6]([F:8])[CH:7]=1.C[Si]([N-][Si](C)(C)C)(C)C.[Li+].Cl[C:55]([O:57][CH2:58][CH3:59])=[O:56]. The catalyst is C1COCC1.O. The product is [CH2:58]([O:57][C:55]([N:18]1[C:15]2[CH2:16][CH2:17][N:12]([S:9]([C:4]3[CH:5]=[C:6]([F:8])[CH:7]=[C:2]([F:1])[CH:3]=3)(=[O:11])=[O:10])[CH2:13][C:14]=2[C:20]([NH:21][C:22](=[O:43])[C:23]2[CH:28]=[CH:27][C:26]([N:29]3[CH2:34][CH2:33][N:32]([CH3:35])[CH2:31][CH2:30]3)=[CH:25][C:24]=2[NH:36][CH:37]2[CH2:42][CH2:41][O:40][CH2:39][CH2:38]2)=[N:19]1)=[O:56])[CH3:59]. The yield is 0.860. (6) The reactants are [SH:1][C:2]1[S:3][C:4]2[CH2:10][O:9][C:8]3[C:11]([O:15][CH2:16][C:17]([O:19]CC)=[O:18])=[CH:12][CH:13]=[CH:14][C:7]=3[C:5]=2[N:6]=1.[C:22]1([CH:28]([C:32]2[CH:37]=[CH:36][CH:35]=[CH:34][CH:33]=2)[CH2:29][CH2:30]I)[CH:27]=[CH:26][CH:25]=[CH:24][CH:23]=1. No catalyst specified. The product is [C:22]1([CH:28]([C:32]2[CH:33]=[CH:34][CH:35]=[CH:36][CH:37]=2)[CH2:29][CH2:30][S:1][C:2]2[S:3][C:4]3[CH2:10][O:9][C:8]4[C:11]([O:15][CH2:16][C:17]([OH:19])=[O:18])=[CH:12][CH:13]=[CH:14][C:7]=4[C:5]=3[N:6]=2)[CH:27]=[CH:26][CH:25]=[CH:24][CH:23]=1. The yield is 0.450. (7) The reactants are [H-].[Na+].[NH:3]1[CH:7]=[CH:6][N:5]=[CH:4]1.[Cl:8][C:9]1[CH:10]=[C:11]([C:17]2[CH:21]=[CH:20][N:19]([CH2:22][C@@H:23]([NH:25][C:26]([C:28]3[N:29]=[C:30]([CH2:33]Cl)[O:31][CH:32]=3)=[O:27])[CH3:24])[N:18]=2)[CH:12]=[CH:13][C:14]=1[C:15]#[N:16]. The catalyst is CN(C=O)C. The product is [N:3]1([CH2:33][C:30]2[O:31][CH:32]=[C:28]([C:26]([NH:25][CH:23]([CH3:24])[CH2:22][N:19]3[CH:20]=[CH:21][C:17]([C:11]4[CH:12]=[CH:13][C:14]([C:15]#[N:16])=[C:9]([Cl:8])[CH:10]=4)=[N:18]3)=[O:27])[N:29]=2)[CH:7]=[CH:6][N:5]=[CH:4]1. The yield is 0.0823. (8) The reactants are Cl[C:2]1[C:3]2[N:4]([CH:8]=[C:9]([C:11]3[CH:16]=[CH:15][C:14]([F:17])=[CH:13][CH:12]=3)[N:10]=2)[CH:5]=[CH:6][N:7]=1.O.C(=O)([O-])[O-].[Na+].[Na+].F[B-](F)(F)F.[C:30](P(C(C)(C)C)C(C)(C)C)(C)(C)[CH3:31]. The catalyst is O1CCOCC1.C1C=CC(/C=C/C(/C=C/C2C=CC=CC=2)=O)=CC=1.C1C=CC(/C=C/C(/C=C/C2C=CC=CC=2)=O)=CC=1.C1C=CC(/C=C/C(/C=C/C2C=CC=CC=2)=O)=CC=1.[Pd].[Pd]. The product is [F:17][C:14]1[CH:15]=[CH:16][C:11]([C:9]2[N:10]=[C:3]3[C:2]([CH:30]=[CH2:31])=[N:7][CH:6]=[CH:5][N:4]3[CH:8]=2)=[CH:12][CH:13]=1. The yield is 0.620. (9) The reactants are [CH2:1]([O:8][C:9]1[CH:17]=[C:16]([O:18][CH2:19][C:20]2[CH:25]=[CH:24][CH:23]=[CH:22][CH:21]=2)[C:15]([C:26]([CH3:28])=[CH2:27])=[CH:14][C:10]=1[C:11]([OH:13])=O)[C:2]1[CH:7]=[CH:6][CH:5]=[CH:4][CH:3]=1.C(N(C(C)C)CC)(C)C.F[P-](F)(F)(F)(F)F.Br[P+](N1CCCC1)(N1CCCC1)N1CCCC1.[N:62]1([CH2:68][CH2:69][CH2:70][O:71][C:72]2[CH:80]=[CH:79][CH:78]=[C:77]3[C:73]=2[CH2:74][NH:75][CH2:76]3)[CH2:67][CH2:66][O:65][CH2:64][CH2:63]1. The catalyst is C(Cl)Cl.C(OCC)(=O)C. The product is [CH2:1]([O:8][C:9]1[CH:17]=[C:16]([O:18][CH2:19][C:20]2[CH:21]=[CH:22][CH:23]=[CH:24][CH:25]=2)[C:15]([C:26]([CH3:28])=[CH2:27])=[CH:14][C:10]=1[C:11]([N:75]1[CH2:74][C:73]2[C:77](=[CH:78][CH:79]=[CH:80][C:72]=2[O:71][CH2:70][CH2:69][CH2:68][N:62]2[CH2:67][CH2:66][O:65][CH2:64][CH2:63]2)[CH2:76]1)=[O:13])[C:2]1[CH:3]=[CH:4][CH:5]=[CH:6][CH:7]=1. The yield is 1.00. (10) The reactants are C1(C(=[N:14][CH:15]([C@H:21]([CH3:29])[CH2:22][CH:23]([CH3:28])[CH2:24][CH2:25][CH:26]=[CH2:27])[C:16]([O:18][CH2:19][CH3:20])=[O:17])C2C=CC=CC=2)C=CC=CC=1.[ClH:30]. The catalyst is C(OCC)C. The product is [ClH:30].[NH2:14][CH:15]([C@H:21]([CH3:29])[CH2:22][CH:23]([CH3:28])[CH2:24][CH2:25][CH:26]=[CH2:27])[C:16]([O:18][CH2:19][CH3:20])=[O:17]. The yield is 0.300.